This data is from Catalyst prediction with 721,799 reactions and 888 catalyst types from USPTO. The task is: Predict which catalyst facilitates the given reaction. (1) Reactant: [NH2:1][C:2]1[CH:28]=[CH:27][C:5]([O:6][C:7]2[C:16]3[C:11](=[CH:12][C:13]([O:19][CH2:20][C:21]4[CH:26]=[CH:25][CH:24]=[CH:23][CH:22]=4)=[C:14]([C:17]#[N:18])[CH:15]=3)[N:10]=[CH:9][CH:8]=2)=[CH:4][CH:3]=1.[CH3:29][S:30]([C:33]1[CH:34]=[C:35]([NH:39][C:40](=O)[O:41]C2C=CC=CC=2)[CH:36]=[CH:37][CH:38]=1)(=[O:32])=[O:31]. Product: [CH2:20]([O:19][C:13]1[CH:12]=[C:11]2[C:16]([C:7]([O:6][C:5]3[CH:4]=[CH:3][C:2]([NH:1][C:40]([NH:39][C:35]4[CH:36]=[CH:37][CH:38]=[C:33]([S:30]([CH3:29])(=[O:32])=[O:31])[CH:34]=4)=[O:41])=[CH:28][CH:27]=3)=[CH:8][CH:9]=[N:10]2)=[CH:15][C:14]=1[C:17]#[N:18])[C:21]1[CH:26]=[CH:25][CH:24]=[CH:23][CH:22]=1. The catalyst class is: 148. (2) Reactant: FC(F)(F)C(O)=O.[Cl:8][C:9]1[CH:38]=[CH:37][C:12]([CH2:13][N:14]([CH2:30][CH2:31][N:32]([CH2:35][CH3:36])[CH2:33][CH3:34])[C:15]([N:17]2[CH2:22][CH2:21][N:20](C(OC(C)(C)C)=O)[CH2:19][CH2:18]2)=[O:16])=[CH:11][CH:10]=1.C(N(CC)C(C)C)(C)C.Cl[C:49]1[C:50]2[C@H:57]([CH3:58])[CH2:56][CH:55]([OH:59])[C:51]=2[N:52]=[CH:53][N:54]=1. Product: [Cl:8][C:9]1[CH:10]=[CH:11][C:12]([CH2:13][N:14]([CH2:30][CH2:31][N:32]([CH2:33][CH3:34])[CH2:35][CH3:36])[C:15]([N:17]2[CH2:18][CH2:19][N:20]([C:49]3[C:50]4[C@H:57]([CH3:58])[CH2:56][CH:55]([OH:59])[C:51]=4[N:52]=[CH:53][N:54]=3)[CH2:21][CH2:22]2)=[O:16])=[CH:37][CH:38]=1. The catalyst class is: 34. (3) Reactant: [C:1](=O)([O-])[O-].[K+].[K+].CI.[CH3:9][C:10]1[CH:11]=[C:12]2[N:17]([C:18]=1[C:19]([C:21]1[CH:22]=[C:23]3[C:28](=[CH:29][CH:30]=1)[NH:27][CH:26]=[C:25]([C:31]([O:33][CH2:34][CH3:35])=[O:32])[C:24]3=[O:36])=[O:20])[CH:16]=[CH:15][CH:14]=[CH:13]2.O. Product: [CH3:9][C:10]1[CH:11]=[C:12]2[N:17]([C:18]=1[C:19]([C:21]1[CH:22]=[C:23]3[C:28](=[CH:29][CH:30]=1)[N:27]([CH3:1])[CH:26]=[C:25]([C:31]([O:33][CH2:34][CH3:35])=[O:32])[C:24]3=[O:36])=[O:20])[CH:16]=[CH:15][CH:14]=[CH:13]2. The catalyst class is: 3. (4) Reactant: Cl[C:2]1[C:11]2[C:6](=[CH:7][CH:8]=[CH:9][CH:10]=2)[C:5]2=[N:12][N:13]=[C:14]([C:15]3[CH:20]=[CH:19][C:18]([O:21][CH3:22])=[CH:17][CH:16]=3)[N:4]2[N:3]=1.[CH3:23][O:24][C:25]1[CH:30]=[CH:29][C:28]([NH2:31])=[CH:27][CH:26]=1. Product: [CH3:23][O:24][C:25]1[CH:30]=[CH:29][C:28]([NH:31][C:2]2[C:11]3[C:6](=[CH:7][CH:8]=[CH:9][CH:10]=3)[C:5]3=[N:12][N:13]=[C:14]([C:15]4[CH:20]=[CH:19][C:18]([O:21][CH3:22])=[CH:17][CH:16]=4)[N:4]3[N:3]=2)=[CH:27][CH:26]=1. The catalyst class is: 8. (5) Reactant: [Br:1][C:2]1[CH:8]=[CH:7][C:5]([NH2:6])=[C:4]([F:9])[CH:3]=1.C[Si]([N-][Si](C)(C)C)(C)C.[Na+].[C:20](O[C:20]([O:22][C:23]([CH3:26])([CH3:25])[CH3:24])=[O:21])([O:22][C:23]([CH3:26])([CH3:25])[CH3:24])=[O:21].C([O-])(O)=O.[Na+]. Product: [Br:1][C:2]1[CH:8]=[CH:7][C:5]([NH:6][C:20](=[O:21])[O:22][C:23]([CH3:26])([CH3:25])[CH3:24])=[C:4]([F:9])[CH:3]=1. The catalyst class is: 1. (6) Reactant: [CH2:1]([OH:8])[C:2]([NH2:7])([CH2:5][OH:6])[CH2:3][OH:4].C(N([CH2:12][C:13]([OH:15])=[O:14])[CH2:12][C:13]([OH:15])=[O:14])CN([CH2:12][C:13]([OH:15])=[O:14])[CH2:12][C:13]([OH:15])=[O:14]. Product: [CH3:12][C:13]([OH:15])=[O:14].[CH2:1]([OH:8])[C:2]([NH2:7])([CH2:5][OH:6])[CH2:3][OH:4]. The catalyst class is: 15. (7) Reactant: [C:1]1([N:7]2[CH:11]([C:12]3[CH:17]=[CH:16][CH:15]=[CH:14][CH:13]=3)[CH:10]=[C:9]([C:18]3[CH:23]=[CH:22][CH:21]=[CH:20][CH:19]=3)[NH:8]2)[CH:6]=[CH:5][CH:4]=[CH:3][CH:2]=1. Product: [C:1]1([N:7]2[C:11]([C:12]3[CH:17]=[CH:16][CH:15]=[CH:14][CH:13]=3)=[CH:10][C:9]([C:18]3[CH:23]=[CH:22][CH:21]=[CH:20][CH:19]=3)=[N:8]2)[CH:6]=[CH:5][CH:4]=[CH:3][CH:2]=1. The catalyst class is: 15. (8) Reactant: [N:1]1([C:6]2[N:10]([C:11]([CH3:14])([CH3:13])[CH3:12])[N:9]=[CH:8][C:7]=2[CH2:15]O)[CH:5]=[CH:4][CH:3]=[CH:2]1.S(Cl)([Cl:19])=O. Product: [Cl:19][CH2:15][C:7]1[CH:8]=[N:9][N:10]([C:11]([CH3:14])([CH3:13])[CH3:12])[C:6]=1[N:1]1[CH:5]=[CH:4][CH:3]=[CH:2]1. The catalyst class is: 4. (9) Reactant: [Cl:1][C:2]1[CH:7]=[CH:6][CH:5]=[CH:4][C:3]=1[C:8]1[C:16]2[C:11](=[N:12][C:13]([O:22][C:23]3[CH:28]=[CH:27][C:26]([F:29])=[CH:25][C:24]=3[F:30])=[N:14][C:15]=2[NH:17][CH2:18][C@@H:19]([OH:21])[CH3:20])[N:10](OCCC[Si](C)(C)C)[N:9]=1.[C:39]([NH:46][C@H:47]([C:51]([OH:53])=O)[CH:48]([CH3:50])[CH3:49])([O:41][C:42]([CH3:45])([CH3:44])[CH3:43])=[O:40].[CH3:54]N(C=O)C. Product: [Cl:1][C:2]1[CH:7]=[CH:6][CH:5]=[CH:4][C:3]=1[C:8]1[C:16]2[C:11](=[N:12][C:13]([O:22][C:23]3[CH:28]=[CH:27][C:26]([F:29])=[CH:25][C:24]=3[F:30])=[N:14][C:15]=2[NH:17][CH2:18][C@@H:19]([O:21][C:51](=[O:53])[C@@H:47]([NH:46][C:39]([O:41][C:42]([CH3:45])([CH3:44])[CH3:43])=[O:40])[CH:48]([CH3:50])[CH3:49])[CH3:20])[N:10]([CH3:54])[N:9]=1. The catalyst class is: 277. (10) Reactant: [CH3:1][O:2][C:3]([C:5]1[C:6](=[O:30])[C:7]2[C:12]([C:13]=1[C:14]1[CH:19]=[CH:18][CH:17]=[CH:16][CH:15]=1)=[CH:11][CH:10]=[C:9]([O:20][CH2:21][CH2:22][CH2:23][C:24]1[CH:29]=[CH:28][CH:27]=[CH:26][CH:25]=1)[CH:8]=2)=[O:4].[C:31]1([Mg]Cl)[CH:36]=[CH:35][CH:34]=[CH:33][CH:32]=1. Product: [CH3:1][O:2][C:3]([C:5]1[C:6]([OH:30])([C:31]2[CH:36]=[CH:35][CH:34]=[CH:33][CH:32]=2)[C:7]2[C:12]([C:13]=1[C:14]1[CH:19]=[CH:18][CH:17]=[CH:16][CH:15]=1)=[CH:11][CH:10]=[C:9]([O:20][CH2:21][CH2:22][CH2:23][C:24]1[CH:25]=[CH:26][CH:27]=[CH:28][CH:29]=1)[CH:8]=2)=[O:4]. The catalyst class is: 1.